From a dataset of Full USPTO retrosynthesis dataset with 1.9M reactions from patents (1976-2016). Predict the reactants needed to synthesize the given product. (1) Given the product [Br:6][CH:3]([CH3:4])[CH2:2][CH:1]1[O:14][CH2:11][CH2:12][O:5]1, predict the reactants needed to synthesize it. The reactants are: [CH:1](=[O:5])/[CH:2]=[CH:3]/[CH3:4].[Br:6][Si](C)(C)C.[CH2:11]([OH:14])[CH2:12]O. (2) Given the product [C:1]([O:23][C:16]1[CH:17]=[C:18]([CH3:22])[C:19]([NH:21][C:30](=[O:32])[CH3:31])=[CH:20][C:15]=1[CH3:14])(=[O:3])[CH3:2], predict the reactants needed to synthesize it. The reactants are: [C:1](OC(=O)C)(=[O:3])[CH3:2].N1C=CC=CC=1.[CH3:14][C:15]1[CH:20]=[C:19]([NH2:21])[C:18]([CH3:22])=[CH:17][C:16]=1[OH:23].CCCCCC.[C:30](OCC)(=[O:32])[CH3:31]. (3) Given the product [CH2:43]([C:46]1[N:49]=[C:1]([C:20]2[CH:19]=[CH:15][CH:14]=[CH:13][C:12]=2[C:11]([O:22][CH3:23])=[O:21])[O:48][N:47]=1)[CH2:44][CH2:45][CH3:40], predict the reactants needed to synthesize it. The reactants are: [CH:1](N(C(C)C)CC)(C)C.[Cl-].[C:11]([O:22][CH3:23])(=[O:21])[C:12]1[CH:20]=[CH:19][C:15](C([O-])=O)=[CH:14][CH:13]=1.C1C(C(N)=N)=CC=C(OCCCCCO[C:40]2[CH:45]=[CH:44][C:43](/[C:46](/[NH2:49])=[N:47]\[OH:48])=CC=2)C=1.C(=O)([O-])[O-].[Cs+].[Cs+].Cl. (4) Given the product [CH:2]([CH:15]1[C:20](=[O:21])[CH2:19][CH2:18][N:17]([CH2:23][C:24]2[CH:32]=[CH:31][C:27]([C:28]([NH2:30])=[O:29])=[CH:26][CH:25]=2)[CH2:16]1)([C:9]1[CH:14]=[CH:13][CH:12]=[CH:11][CH:10]=1)[C:3]1[CH:4]=[CH:5][CH:6]=[CH:7][CH:8]=1, predict the reactants needed to synthesize it. The reactants are: Cl.[CH:2]([CH:15]1[C:20](=[O:21])[CH2:19][CH2:18][NH:17][CH2:16]1)([C:9]1[CH:14]=[CH:13][CH:12]=[CH:11][CH:10]=1)[C:3]1[CH:8]=[CH:7][CH:6]=[CH:5][CH:4]=1.Br[CH2:23][C:24]1[CH:32]=[CH:31][C:27]([C:28]([NH2:30])=[O:29])=[CH:26][CH:25]=1.C(=O)([O-])[O-].[K+].[K+].